This data is from Forward reaction prediction with 1.9M reactions from USPTO patents (1976-2016). The task is: Predict the product of the given reaction. Given the reactants [CH2:1]([O:8][C:9]1[CH:14]=[CH:13][N:12]([C:15]2[CH:23]=[C:22]3[C:18]([C:19]4[CH:38]5[NH:39][CH:35]([CH2:36][CH2:37]5)[CH2:34][C:20]=4[N:21]3S(C3C=CC(C)=CC=3)(=O)=O)=[CH:17][CH:16]=2)[C:11](=[O:40])[CH:10]=1)[C:2]1[CH:7]=[CH:6][CH:5]=[CH:4][CH:3]=1.[OH-].[Na+].CO.C(Cl)[Cl:46], predict the reaction product. The product is: [ClH:46].[CH2:1]([O:8][C:9]1[CH:14]=[CH:13][N:12]([C:15]2[CH:23]=[C:22]3[C:18]([C:19]4[CH:38]5[NH:39][CH:35]([CH2:36][CH2:37]5)[CH2:34][C:20]=4[NH:21]3)=[CH:17][CH:16]=2)[C:11](=[O:40])[CH:10]=1)[C:2]1[CH:7]=[CH:6][CH:5]=[CH:4][CH:3]=1.